From a dataset of Reaction yield outcomes from USPTO patents with 853,638 reactions. Predict the reaction yield, written as a fraction of the theoretical maximum amount of product (1.0 means a 100% yield; for example, 0.34 means a 34% yield). (1) The reactants are [Cl:1][C:2]1[CH:10]=[CH:9][C:5]([C:6]([OH:8])=O)=[CH:4][CH:3]=1.C(Cl)(C(Cl)=O)=O.[F:17][C:18]1[CH:24]=[CH:23][C:21]([NH2:22])=[CH:20][C:19]=1[N+:25]([O-:27])=[O:26].CCN(C(C)C)C(C)C. The catalyst is C(Cl)Cl.CN(C=O)C. The product is [Cl:1][C:2]1[CH:3]=[CH:4][C:5]([C:6]([NH:22][C:21]2[CH:23]=[CH:24][C:18]([F:17])=[C:19]([N+:25]([O-:27])=[O:26])[CH:20]=2)=[O:8])=[CH:9][CH:10]=1. The yield is 0.600. (2) The reactants are [Cl:1][C:2]1[CH:3]=[C:4]([CH:9]=[CH:10][C:11]=1[O:12][C:13]1[CH:18]=[CH:17][CH:16]=[C:15]([C:19]2[CH:24]=[CH:23][N:22]=[N:21][CH:20]=2)[C:14]=1[C:25]#[N:26])[C:5]([O:7]C)=[O:6].[OH-].[Li+]. The catalyst is O1CCCC1.CO.O. The product is [Cl:1][C:2]1[CH:3]=[C:4]([CH:9]=[CH:10][C:11]=1[O:12][C:13]1[CH:18]=[CH:17][CH:16]=[C:15]([C:19]2[CH:24]=[CH:23][N:22]=[N:21][CH:20]=2)[C:14]=1[C:25]#[N:26])[C:5]([OH:7])=[O:6]. The yield is 0.410. (3) The reactants are [Si:1]([O:8][CH2:9][C:10]1[N:11]=[CH:12][S:13][C:14]=1[CH2:15][CH2:16][O:17][Si:18]([CH:25]([CH3:27])[CH3:26])([CH:22]([CH3:24])[CH3:23])[CH:19]([CH3:21])[CH3:20])([C:4]([CH3:7])([CH3:6])[CH3:5])([CH3:3])[CH3:2].[Li]CCCC.CCCCCC.[I:39]I.C(O)(=O)C. The catalyst is C1COCC1. The product is [Si:1]([O:8][CH2:9][C:10]1[N:11]=[C:12]([I:39])[S:13][C:14]=1[CH2:15][CH2:16][O:17][Si:18]([CH:25]([CH3:27])[CH3:26])([CH:19]([CH3:20])[CH3:21])[CH:22]([CH3:24])[CH3:23])([C:4]([CH3:7])([CH3:6])[CH3:5])([CH3:2])[CH3:3]. The yield is 0.750. (4) The reactants are [F:1][C:2]([F:13])([F:12])[C:3]1[CH:4]=[C:5]([CH2:9][C:10]#[N:11])[CH:6]=[CH:7][CH:8]=1.[H-].[Na+].Cl[CH2:17][CH2:18][O:19][CH2:20][CH2:21]Cl. The catalyst is CN(C=O)C. The product is [F:1][C:2]([F:12])([F:13])[C:3]1[CH:4]=[C:5]([C:9]2([C:10]#[N:11])[CH2:21][CH2:20][O:19][CH2:18][CH2:17]2)[CH:6]=[CH:7][CH:8]=1. The yield is 0.840. (5) The reactants are [F:1][C:2]1[C:11]2[C:6](=[CH:7][CH:8]=[CH:9][CH:10]=2)[CH:5]=[CH:4][C:3]=1[O:12][CH2:13][CH2:14][NH:15]C(=O)OC(C)(C)C.[ClH:23]. The catalyst is C(OCC)C.O1CCOCC1. The product is [Cl-:23].[F:1][C:2]1[C:11]2[C:6](=[CH:7][CH:8]=[CH:9][CH:10]=2)[CH:5]=[CH:4][C:3]=1[O:12][CH2:13][CH2:14][NH3+:15]. The yield is 0.950. (6) The reactants are [F:1][C:2]1[CH:3]=[C:4]([OH:13])[CH:5]=[CH:6][C:7]=1[C:8]1[N:9]=[CH:10][S:11][CH:12]=1.N1C(C)=CC=CC=1C.[F:22][C:23]([F:36])([F:35])[S:24](O[S:24]([C:23]([F:36])([F:35])[F:22])(=[O:26])=[O:25])(=[O:26])=[O:25]. The catalyst is C(Cl)Cl.CN(C)C1C=CN=CC=1.O. The product is [F:22][C:23]([F:36])([F:35])[S:24]([O:13][C:4]1[CH:5]=[CH:6][C:7]([C:8]2[N:9]=[CH:10][S:11][CH:12]=2)=[C:2]([F:1])[CH:3]=1)(=[O:26])=[O:25]. The yield is 0.990.